This data is from Catalyst prediction with 721,799 reactions and 888 catalyst types from USPTO. The task is: Predict which catalyst facilitates the given reaction. Reactant: [O:1]=[C:2]1[N:11]2[CH:12]([CH2:15][N:16]3[CH2:21][CH2:20][CH:19]([NH:22]C(=O)OC(C)(C)C)[CH2:18][CH2:17]3)[CH2:13][CH2:14][N:9]3[C:10]2=[C:5]([CH:6]=[CH:7][C:8]3=[O:30])[CH:4]=[CH:3]1.C(Cl)Cl.Cl.O1CCOCC1. Product: [NH2:22][CH:19]1[CH2:20][CH2:21][N:16]([CH2:15][CH:12]2[N:11]3[C:10]4[N:9]([C:8](=[O:30])[CH:7]=[CH:6][C:5]=4[CH:4]=[CH:3][C:2]3=[O:1])[CH2:14][CH2:13]2)[CH2:17][CH2:18]1. The catalyst class is: 5.